This data is from Full USPTO retrosynthesis dataset with 1.9M reactions from patents (1976-2016). The task is: Predict the reactants needed to synthesize the given product. Given the product [CH3:48][N:31]([CH3:30])[C:32]1([C:42]2[CH:47]=[CH:46][CH:45]=[CH:44][N:43]=2)[CH2:33][CH2:34][CH:35]([CH2:38][C:39]([NH:11][CH2:12][CH2:13][C:14]2[C:22]3[C:17](=[CH:18][CH:19]=[CH:20][CH:21]=3)[NH:16][CH:15]=2)=[O:40])[CH2:36][CH2:37]1, predict the reactants needed to synthesize it. The reactants are: ON1C2C=CC=CC=2N=N1.[NH2:11][CH2:12][CH2:13][C:14]1[C:22]2[C:17](=[CH:18][CH:19]=[CH:20][CH:21]=2)[NH:16][CH:15]=1.CN1CCOCC1.[CH3:30][N:31]([CH3:48])[C:32]1([C:42]2[CH:47]=[CH:46][CH:45]=[CH:44][N:43]=2)[CH2:37][CH2:36][CH:35]([CH2:38][C:39](O)=[O:40])[CH2:34][CH2:33]1.C1(N=C=NC2CCCCC2)CCCCC1.C(NC1CCCCC1)(NC1CCCCC1)=O.[OH-].[Na+].